Dataset: Forward reaction prediction with 1.9M reactions from USPTO patents (1976-2016). Task: Predict the product of the given reaction. Given the reactants NC[C:3]1[CH:17]=[CH:16][C:6]([C:7]([NH:9]C2C=NC=CC=2)=[O:8])=[CH:5][CH:4]=1.O1C=CC=C1S(Cl)(=O)=O, predict the reaction product. The product is: [C:7]([NH2:9])(=[O:8])[C:6]1[CH:16]=[CH:17][CH:3]=[CH:4][CH:5]=1.